Predict which catalyst facilitates the given reaction. From a dataset of Catalyst prediction with 721,799 reactions and 888 catalyst types from USPTO. (1) Reactant: [CH2:1]([C:8]1[S:12][C:11]([NH2:13])=[N:10][C:9]=1[C:14]1[CH:19]=[CH:18][CH:17]=[CH:16][CH:15]=1)[C:2]1[CH:7]=[CH:6][CH:5]=[CH:4][CH:3]=1.[CH3:20][O:21][C:22]1[C:23]([C:32](=[O:38])[CH2:33][CH2:34][C:35](O)=[O:36])=[CH:24][C:25]2[CH2:26][CH2:27][CH2:28][CH2:29][C:30]=2[CH:31]=1.C1C=CC2N(O)N=NC=2C=1.CCN=C=NCCCN(C)C. Product: [CH2:1]([C:8]1[S:12][C:11]([NH:13][C:35](=[O:36])[CH2:34][CH2:33][C:32]([C:23]2[C:22]([O:21][CH3:20])=[CH:31][C:30]3[CH2:29][CH2:28][CH2:27][CH2:26][C:25]=3[CH:24]=2)=[O:38])=[N:10][C:9]=1[C:14]1[CH:19]=[CH:18][CH:17]=[CH:16][CH:15]=1)[C:2]1[CH:3]=[CH:4][CH:5]=[CH:6][CH:7]=1. The catalyst class is: 47. (2) Reactant: [Cl:1][C:2]1[C:3]([O:12][C:13]2[CH:18]=[C:17]([O:19][CH2:20][CH2:21][O:22][CH3:23])[CH:16]=[CH:15][C:14]=2/[CH:24]=[C:25](\[CH3:29])/[C:26](O)=[O:27])=[N:4][CH:5]=[C:6]([C:8]([F:11])([F:10])[F:9])[CH:7]=1.Cl.C(N=C=NCCCN(C)C)C.[Cl:42][C:43]1[CH:48]=[CH:47][C:46]([S:49]([NH2:52])(=[O:51])=[O:50])=[CH:45][CH:44]=1.Cl. Product: [Cl:42][C:43]1[CH:44]=[CH:45][C:46]([S:49]([NH:52][C:26](=[O:27])/[C:25](/[CH3:29])=[CH:24]/[C:14]2[CH:15]=[CH:16][C:17]([O:19][CH2:20][CH2:21][O:22][CH3:23])=[CH:18][C:13]=2[O:12][C:3]2[C:2]([Cl:1])=[CH:7][C:6]([C:8]([F:9])([F:11])[F:10])=[CH:5][N:4]=2)(=[O:50])=[O:51])=[CH:47][CH:48]=1. The catalyst class is: 766. (3) The catalyst class is: 11. Product: [Cl:12][CH2:2][CH2:3][N:4]1[CH2:8][CH2:7][CH2:6][C:5]1=[O:9]. Reactant: O[CH2:2][CH2:3][N:4]1[CH2:8][CH2:7][CH2:6][C:5]1=[O:9].O=S(Cl)[Cl:12].C(=O)([O-])O.[Na+]. (4) Reactant: [CH:1]([Mg]Cl)([CH3:3])[CH3:2].[N+:6]([C:9]1[CH:10]=[CH:11][C:12]2[N:13]([CH:22]([CH3:24])[CH3:23])[C:14]3[C:19]([C:20]=2[CH:21]=1)=[CH:18][CH:17]=[CH:16][CH:15]=3)([O-:8])=[O:7].C(C1C(=O)C(Cl)=C(Cl)C(=O)C=1C#N)#N. Product: [N+:6]([C:9]1[CH:10]=[CH:11][C:12]2[N:13]([CH:22]([CH3:24])[CH3:23])[C:14]3[C:19]([C:20]=2[C:21]=1[CH:1]([CH3:3])[CH3:2])=[CH:18][CH:17]=[CH:16][CH:15]=3)([O-:8])=[O:7]. The catalyst class is: 595. (5) Reactant: [F:1][C:2]1[CH:7]=[CH:6][C:5]([NH:8][C:9](=[O:24])[NH:10][CH:11]2[CH2:16][CH2:15][N:14](C(OC(C)(C)C)=O)[CH2:13][CH2:12]2)=[CH:4][CH:3]=1.Cl.O1CCOCC1.[OH-].[Na+]. Product: [F:1][C:2]1[CH:7]=[CH:6][C:5]([NH:8][C:9]([NH:10][CH:11]2[CH2:16][CH2:15][NH:14][CH2:13][CH2:12]2)=[O:24])=[CH:4][CH:3]=1. The catalyst class is: 6. (6) Reactant: C([NH:5][C:6]([NH:8][CH:9]([CH2:17]O)[CH2:10][C:11]1[CH:16]=[N:15][CH:14]=[CH:13][N:12]=1)=[S:7])(C)(C)C.[ClH:19]. Product: [ClH:19].[ClH:19].[N:12]1[CH:13]=[CH:14][N:15]=[CH:16][C:11]=1[CH2:10][CH:9]1[CH2:17][S:7][C:6]([NH2:5])=[N:8]1. The catalyst class is: 8.